Dataset: Full USPTO retrosynthesis dataset with 1.9M reactions from patents (1976-2016). Task: Predict the reactants needed to synthesize the given product. (1) The reactants are: [CH3:1][C@@:2]1([CH2:20][O:21][S:22]([C:25]2[CH:30]=[CH:29][C:28]([CH3:31])=[CH:27][CH:26]=2)(=[O:24])=[O:23])[O:7][C:6]2[C:8](OS(C(F)(F)F)(=O)=O)=[CH:9][CH:10]=[CH:11][C:5]=2[O:4][CH2:3]1.[Cl:32][C:33]1[CH:38]=[CH:37][C:36](B(O)O)=[CH:35][CH:34]=1. Given the product [Cl:32][C:33]1[CH:38]=[CH:37][C:36]([C:8]2[C:6]3[O:7][C@:2]([CH2:20][O:21][S:22]([C:25]4[CH:30]=[CH:29][C:28]([CH3:31])=[CH:27][CH:26]=4)(=[O:23])=[O:24])([CH3:1])[CH2:3][O:4][C:5]=3[CH:11]=[CH:10][CH:9]=2)=[CH:35][CH:34]=1, predict the reactants needed to synthesize it. (2) Given the product [ClH:2].[Br:19][C:20]1[CH:21]=[C:22]([C:26]([NH:28][CH:29]2[CH2:30][CH2:31][NH:32][CH2:33][CH2:34]2)=[O:27])[NH:23][C:24]=1[CH3:25], predict the reactants needed to synthesize it. The reactants are: Cl.[Cl:2]C1C(Cl)=C(C)NC=1C(NC1CCNCC1)=O.[Br:19][C:20]1[CH:21]=[C:22]([C:26]([NH:28][CH:29]2[CH2:34][CH2:33][N:32](C(OC(C)(C)C)=O)[CH2:31][CH2:30]2)=[O:27])[NH:23][C:24]=1[CH3:25]. (3) Given the product [CH2:9]([NH:16][C:17]([C:19]1[S:23][C:22]([N:4]2[CH:5]=[CH:6][N:7]=[C:2]([CH3:1])[C:3]2=[O:8])=[N:21][C:20]=1[CH3:25])=[O:18])[C:10]1[CH:11]=[CH:12][CH:13]=[CH:14][CH:15]=1, predict the reactants needed to synthesize it. The reactants are: [CH3:1][C:2]1[C:3](=[O:8])[NH:4][CH:5]=[CH:6][N:7]=1.[CH2:9]([NH:16][C:17]([C:19]1[S:23][C:22](Br)=[N:21][C:20]=1[CH3:25])=[O:18])[C:10]1[CH:15]=[CH:14][CH:13]=[CH:12][CH:11]=1.